Dataset: Human liver microsome stability data. Task: Regression/Classification. Given a drug SMILES string, predict its absorption, distribution, metabolism, or excretion properties. Task type varies by dataset: regression for continuous measurements (e.g., permeability, clearance, half-life) or binary classification for categorical outcomes (e.g., BBB penetration, CYP inhibition). Dataset: hlm. (1) The compound is O=C(Nc1ccc(-c2cn[nH]c2)cc1F)N(CCO)Cc1ccccc1. The result is 0 (unstable in human liver microsomes). (2) The drug is O=C(Nc1cc(C2CCCC2)no1)[C@@H]1CCCCN1C(=O)N1CCS(=O)(=O)CC1. The result is 0 (unstable in human liver microsomes). (3) The compound is O=C(Nc1cc2ccnc(O)c2cc1Cl)[C@H]1CCNC1. The result is 0 (unstable in human liver microsomes). (4) The molecule is CN(C)Cc1ccc(C=Cc2[nH]nc3cc([C@@H]4C[C@@]45C(=O)Nc4ccccc45)ccc23)cc1. The result is 0 (unstable in human liver microsomes).